Dataset: NCI-60 drug combinations with 297,098 pairs across 59 cell lines. Task: Regression. Given two drug SMILES strings and cell line genomic features, predict the synergy score measuring deviation from expected non-interaction effect. (1) Drug 1: CC=C1C(=O)NC(C(=O)OC2CC(=O)NC(C(=O)NC(CSSCCC=C2)C(=O)N1)C(C)C)C(C)C. Drug 2: C#CCC(CC1=CN=C2C(=N1)C(=NC(=N2)N)N)C3=CC=C(C=C3)C(=O)NC(CCC(=O)O)C(=O)O. Cell line: NCI-H460. Synergy scores: CSS=75.1, Synergy_ZIP=0.142, Synergy_Bliss=-1.02, Synergy_Loewe=-1.78, Synergy_HSA=1.19. (2) Drug 1: C1=NC2=C(N1)C(=S)N=CN2. Drug 2: CC(C)CN1C=NC2=C1C3=CC=CC=C3N=C2N. Cell line: CCRF-CEM. Synergy scores: CSS=53.4, Synergy_ZIP=2.38, Synergy_Bliss=3.07, Synergy_Loewe=0.704, Synergy_HSA=2.67. (3) Drug 1: CCC1=CC2CC(C3=C(CN(C2)C1)C4=CC=CC=C4N3)(C5=C(C=C6C(=C5)C78CCN9C7C(C=CC9)(C(C(C8N6C)(C(=O)OC)O)OC(=O)C)CC)OC)C(=O)OC.C(C(C(=O)O)O)(C(=O)O)O. Drug 2: CN(CC1=CN=C2C(=N1)C(=NC(=N2)N)N)C3=CC=C(C=C3)C(=O)NC(CCC(=O)O)C(=O)O. Cell line: IGROV1. Synergy scores: CSS=43.3, Synergy_ZIP=-8.41, Synergy_Bliss=-3.35, Synergy_Loewe=-0.969, Synergy_HSA=1.79. (4) Drug 1: C1=CN(C(=O)N=C1N)C2C(C(C(O2)CO)O)O.Cl. Drug 2: CC1C(C(CC(O1)OC2CC(OC(C2O)C)OC3=CC4=CC5=C(C(=O)C(C(C5)C(C(=O)C(C(C)O)O)OC)OC6CC(C(C(O6)C)O)OC7CC(C(C(O7)C)O)OC8CC(C(C(O8)C)O)(C)O)C(=C4C(=C3C)O)O)O)O. Cell line: OVCAR-5. Synergy scores: CSS=40.0, Synergy_ZIP=-7.27, Synergy_Bliss=-5.04, Synergy_Loewe=-6.52, Synergy_HSA=-2.75. (5) Drug 1: CC1C(C(CC(O1)OC2CC(CC3=C2C(=C4C(=C3O)C(=O)C5=C(C4=O)C(=CC=C5)OC)O)(C(=O)C)O)N)O.Cl. Drug 2: CC1=C(C=C(C=C1)C(=O)NC2=CC(=CC(=C2)C(F)(F)F)N3C=C(N=C3)C)NC4=NC=CC(=N4)C5=CN=CC=C5. Cell line: TK-10. Synergy scores: CSS=20.0, Synergy_ZIP=-3.31, Synergy_Bliss=1.06, Synergy_Loewe=-3.66, Synergy_HSA=-0.261. (6) Drug 1: CC12CCC3C(C1CCC2=O)CC(=C)C4=CC(=O)C=CC34C. Drug 2: CC1=CC2C(CCC3(C2CCC3(C(=O)C)OC(=O)C)C)C4(C1=CC(=O)CC4)C. Cell line: SF-295. Synergy scores: CSS=43.6, Synergy_ZIP=3.51, Synergy_Bliss=-1.92, Synergy_Loewe=-3.97, Synergy_HSA=-4.15. (7) Drug 1: CC1=C(C(=CC=C1)Cl)NC(=O)C2=CN=C(S2)NC3=CC(=NC(=N3)C)N4CCN(CC4)CCO. Drug 2: C(CCl)NC(=O)N(CCCl)N=O. Cell line: OVCAR-8. Synergy scores: CSS=9.35, Synergy_ZIP=-3.62, Synergy_Bliss=-2.14, Synergy_Loewe=-3.09, Synergy_HSA=-0.621. (8) Drug 1: CC12CCC3C(C1CCC2=O)CC(=C)C4=CC(=O)C=CC34C. Drug 2: CC1C(C(=O)NC(C(=O)N2CCCC2C(=O)N(CC(=O)N(C(C(=O)O1)C(C)C)C)C)C(C)C)NC(=O)C3=C4C(=C(C=C3)C)OC5=C(C(=O)C(=C(C5=N4)C(=O)NC6C(OC(=O)C(N(C(=O)CN(C(=O)C7CCCN7C(=O)C(NC6=O)C(C)C)C)C)C(C)C)C)N)C. Cell line: NCI-H522. Synergy scores: CSS=32.6, Synergy_ZIP=19.5, Synergy_Bliss=20.3, Synergy_Loewe=20.6, Synergy_HSA=20.3.